Dataset: Forward reaction prediction with 1.9M reactions from USPTO patents (1976-2016). Task: Predict the product of the given reaction. (1) Given the reactants [NH:1]1[C:9]2[C:4](=[CH:5][C:6]([C:10]#[C:11]C(C)(O)C)=[CH:7][CH:8]=2)[CH:3]=[CH:2]1.[H-].[Na+], predict the reaction product. The product is: [C:10]([C:6]1[CH:5]=[C:4]2[C:9](=[CH:8][CH:7]=1)[NH:1][CH:2]=[CH:3]2)#[CH:11]. (2) Given the reactants CO[C:3](=O)[NH:4][C:5]1[C:6]([Cl:16])=[N:7][C:8]([C:12]([F:15])([F:14])[F:13])=[CH:9][C:10]=1I.[CH:18]([Li])(CC)C.COC(=O)NC1C(Cl)=NC(C(F)(F)F)=CC=1.CN(C)CCN(C)C.II, predict the reaction product. The product is: [Cl:16][C:6]1[N:7]=[C:8]([C:12]([F:15])([F:14])[F:13])[CH:9]=[C:10]2[CH:18]=[CH:3][NH:4][C:5]=12. (3) The product is: [CH2:30]([C:29]1[C:28](=[O:32])[O:27][CH2:26][C:25]=1[N:3]1[CH2:4][CH2:5][C:6]2([CH2:11][CH2:10][N:9]([C:12]([O:14][C:15]([CH3:18])([CH3:17])[CH3:16])=[O:13])[CH2:8][CH2:7]2)[C:2]1=[O:1])[CH3:31]. Given the reactants [O:1]=[C:2]1[C:6]2([CH2:11][CH2:10][N:9]([C:12]([O:14][C:15]([CH3:18])([CH3:17])[CH3:16])=[O:13])[CH2:8][CH2:7]2)[CH2:5][CH2:4][NH:3]1.FC(F)(F)S(O[C:25]1[CH2:26][O:27][C:28](=[O:32])[C:29]=1[CH2:30][CH3:31])(=O)=O.CC1(C)C2C(=C(P(C3C=CC=CC=3)C3C=CC=CC=3)C=CC=2)OC2C(P(C3C=CC=CC=3)C3C=CC=CC=3)=CC=CC1=2.O.C(=O)([O-])[O-].[K+].[K+], predict the reaction product. (4) Given the reactants Br[C:2]1[CH:11]=[C:10]2[C:5]([CH:6]=[C:7]([NH:12][C:13]([CH:15]3[CH2:17][CH2:16]3)=[O:14])[N:8]=[CH:9]2)=[CH:4][CH:3]=1.[Cl:18][C:19]1[CH:20]=[CH:21][C:22]([O:28][CH3:29])=[C:23](B(O)O)[CH:24]=1.C(=O)([O-])[O-].[Cs+].[Cs+], predict the reaction product. The product is: [Cl:18][C:19]1[CH:24]=[CH:23][C:22]([O:28][CH3:29])=[C:21]([C:2]2[CH:11]=[C:10]3[C:5]([CH:6]=[C:7]([NH:12][C:13]([CH:15]4[CH2:17][CH2:16]4)=[O:14])[N:8]=[CH:9]3)=[CH:4][CH:3]=2)[CH:20]=1. (5) Given the reactants [C:9]1([S:8][S:8][C:9]2[CH:14]=[CH:13][CH:12]=[CH:11][CH:10]=2)[CH:14]=[CH:13][CH:12]=[CH:11][CH:10]=1.P(CCCC)(CCCC)CCCC.[CH3:28][N:29]([CH3:47])[C:30](=[O:46])[CH2:31][C@@H:32]([NH:35][C:36](=[O:45])[O:37][CH2:38][C:39]1[CH:44]=[CH:43][CH:42]=[CH:41][CH:40]=1)[CH2:33]O, predict the reaction product. The product is: [CH3:47][N:29]([CH3:28])[C:30](=[O:46])[CH2:31][C@@H:32]([NH:35][C:36](=[O:45])[O:37][CH2:38][C:39]1[CH:40]=[CH:41][CH:42]=[CH:43][CH:44]=1)[CH2:33][S:8][C:9]1[CH:10]=[CH:11][CH:12]=[CH:13][CH:14]=1.